Dataset: NCI-60 drug combinations with 297,098 pairs across 59 cell lines. Task: Regression. Given two drug SMILES strings and cell line genomic features, predict the synergy score measuring deviation from expected non-interaction effect. (1) Drug 1: CN(C)N=NC1=C(NC=N1)C(=O)N. Drug 2: CCCCCOC(=O)NC1=NC(=O)N(C=C1F)C2C(C(C(O2)C)O)O. Cell line: MDA-MB-435. Synergy scores: CSS=-10.6, Synergy_ZIP=8.77, Synergy_Bliss=-1.50, Synergy_Loewe=-7.11, Synergy_HSA=-6.23. (2) Cell line: T-47D. Drug 2: C1=NC2=C(N=C(N=C2N1C3C(C(C(O3)CO)O)O)F)N. Synergy scores: CSS=16.4, Synergy_ZIP=-8.09, Synergy_Bliss=-2.95, Synergy_Loewe=-33.7, Synergy_HSA=-5.47. Drug 1: CC1C(C(=O)NC(C(=O)N2CCCC2C(=O)N(CC(=O)N(C(C(=O)O1)C(C)C)C)C)C(C)C)NC(=O)C3=C4C(=C(C=C3)C)OC5=C(C(=O)C(=C(C5=N4)C(=O)NC6C(OC(=O)C(N(C(=O)CN(C(=O)C7CCCN7C(=O)C(NC6=O)C(C)C)C)C)C(C)C)C)N)C. (3) Drug 1: CN(C)C1=NC(=NC(=N1)N(C)C)N(C)C. Drug 2: CCC1(CC2CC(C3=C(CCN(C2)C1)C4=CC=CC=C4N3)(C5=C(C=C6C(=C5)C78CCN9C7C(C=CC9)(C(C(C8N6C=O)(C(=O)OC)O)OC(=O)C)CC)OC)C(=O)OC)O.OS(=O)(=O)O. Cell line: M14. Synergy scores: CSS=-3.77, Synergy_ZIP=0.534, Synergy_Bliss=-3.06, Synergy_Loewe=-4.06, Synergy_HSA=-4.19. (4) Drug 1: CC1=C(C(=O)C2=C(C1=O)N3CC4C(C3(C2COC(=O)N)OC)N4)N. Drug 2: C1C(C(OC1N2C=NC(=NC2=O)N)CO)O. Cell line: RPMI-8226. Synergy scores: CSS=55.6, Synergy_ZIP=-2.27, Synergy_Bliss=-1.93, Synergy_Loewe=-0.302, Synergy_HSA=3.95. (5) Drug 1: CN1CCC(CC1)COC2=C(C=C3C(=C2)N=CN=C3NC4=C(C=C(C=C4)Br)F)OC. Drug 2: CN(CCCl)CCCl.Cl. Cell line: KM12. Synergy scores: CSS=-1.00, Synergy_ZIP=-3.09, Synergy_Bliss=-10.5, Synergy_Loewe=-18.6, Synergy_HSA=-13.3. (6) Drug 1: CC(C)(C#N)C1=CC(=CC(=C1)CN2C=NC=N2)C(C)(C)C#N. Drug 2: CN(CC1=CN=C2C(=N1)C(=NC(=N2)N)N)C3=CC=C(C=C3)C(=O)NC(CCC(=O)O)C(=O)O. Cell line: MOLT-4. Synergy scores: CSS=40.7, Synergy_ZIP=4.51, Synergy_Bliss=4.65, Synergy_Loewe=-32.0, Synergy_HSA=-1.01.